Dataset: Full USPTO retrosynthesis dataset with 1.9M reactions from patents (1976-2016). Task: Predict the reactants needed to synthesize the given product. (1) Given the product [CH3:22][CH:21]([C:24]1[CH:29]=[CH:28][C:27]([CH2:30][O:31][C:33]2[C:34]([NH2:39])=[N:35][CH:36]=[CH:37][CH:38]=2)=[CH:26][CH:25]=1)[CH3:23], predict the reactants needed to synthesize it. The reactants are: C(=O)([O-])[O-].[Cs+].[Cs+].N1C2C(=CC=C3C=2N=CC=C3)C=CC=1.[CH:21]([C:24]1[CH:29]=[CH:28][C:27]([CH2:30][OH:31])=[CH:26][CH:25]=1)([CH3:23])[CH3:22].Br[C:33]1[C:34]([NH2:39])=[N:35][CH:36]=[CH:37][CH:38]=1. (2) Given the product [Cl:1][C:2]1[CH:20]=[CH:19][C:5]([CH2:6][N:7]2[CH:12]=[C:11]([N+:13]([O-:15])=[O:14])[C:10](=[O:16])[NH:9][CH:8]2[NH:34][C:33]2[CH:32]=[CH:31][C:30]([O:29][C:27]3[CH:26]=[CH:25][CH:24]=[C:23]([C:21]#[N:22])[N:28]=3)=[CH:36][CH:35]=2)=[CH:4][CH:3]=1, predict the reactants needed to synthesize it. The reactants are: [Cl:1][C:2]1[CH:20]=[CH:19][C:5]([CH2:6][N:7]2[CH:12]=[C:11]([N+:13]([O-:15])=[O:14])[C:10](=[O:16])[NH:9][CH:8]2SC)=[CH:4][CH:3]=1.[C:21]([C:23]1[N:28]=[C:27]([O:29][C:30]2[CH:36]=[CH:35][C:33]([NH2:34])=[CH:32][CH:31]=2)[CH:26]=[CH:25][CH:24]=1)#[N:22].C(O)(C)(C)C.C(=O)([O-])O.[Na+]. (3) Given the product [Cl:1][C:2]1[CH:9]=[C:8]([O:10][CH2:11][C:12]2[S:16][C:15]([CH:17]3[CH2:22][CH2:21][N:20]([CH2:35][C:34]([F:45])([F:44])[F:33])[CH2:19][CH2:18]3)=[N:14][C:13]=2[CH3:23])[CH:7]=[CH:6][C:3]=1[C:4]#[N:5], predict the reactants needed to synthesize it. The reactants are: [Cl:1][C:2]1[CH:9]=[C:8]([O:10][CH2:11][C:12]2[S:16][C:15]([CH:17]3[CH2:22][CH2:21][NH:20][CH2:19][CH2:18]3)=[N:14][C:13]=2[CH3:23])[CH:7]=[CH:6][C:3]=1[C:4]#[N:5].C(N(CC)C(C)C)(C)C.[F:33][C:34]([F:45])([F:44])[CH2:35]OS(C(F)(F)F)(=O)=O.C(OCC)(=O)C. (4) Given the product [CH2:40]([O:39][C:37]([CH:34]1[CH2:35][CH2:36][N:31]([CH2:29][C:24]2[N:25]=[CH:26][C:21]3[C:22]([CH:23]=2)=[CH:27][CH:28]=[C:19]([O:18][C@H:15]2[CH2:14][CH2:13][C@H:12]([C:8]([CH3:11])([CH3:9])[CH3:10])[CH2:17][CH2:16]2)[CH:20]=3)[CH2:32][CH2:33]1)=[O:38])[CH3:41], predict the reactants needed to synthesize it. The reactants are: C(N(CC)CC)C.[C:8]([C@H:12]1[CH2:17][CH2:16][C@H:15]([O:18][C:19]2[CH:28]=[C:27]3[C:22]([CH:23]=[C:24]([CH:29]=O)[N:25]=[CH:26]3)=[CH:21][CH:20]=2)[CH2:14][CH2:13]1)([CH3:11])([CH3:10])[CH3:9].[NH:31]1[CH2:36][CH2:35][CH:34]([C:37]([O:39][CH2:40][CH3:41])=[O:38])[CH2:33][CH2:32]1.C(O[BH-](OC(=O)C)OC(=O)C)(=O)C.[Na+]. (5) The reactants are: [CH3:1][S:2]([NH:5][C:6]1[CH:7]=[CH:8][C:9]2[N:10]([CH:12]=[C:13]([C:15]([OH:17])=O)[N:14]=2)[CH:11]=1)(=[O:4])=[O:3].[NH2:18][C@@H:19]([CH3:36])[CH2:20][N:21]1[CH:25]=[CH:24][C:23]([C:26]2[CH:33]=[C:32]([F:34])[C:29]([C:30]#[N:31])=[C:28]([Cl:35])[CH:27]=2)=[N:22]1.CN(C(ON1N=NC2C=CC=CC1=2)=[N+](C)C)C.F[P-](F)(F)(F)(F)F. Given the product [Cl:35][C:28]1[CH:27]=[C:26]([C:23]2[CH:24]=[CH:25][N:21]([CH2:20][C@@H:19]([NH:18][C:15]([C:13]3[N:14]=[C:9]4[CH:8]=[CH:7][C:6]([NH:5][S:2]([CH3:1])(=[O:3])=[O:4])=[CH:11][N:10]4[CH:12]=3)=[O:17])[CH3:36])[N:22]=2)[CH:33]=[C:32]([F:34])[C:29]=1[C:30]#[N:31], predict the reactants needed to synthesize it.